From a dataset of Reaction yield outcomes from USPTO patents with 853,638 reactions. Predict the reaction yield, written as a fraction of the theoretical maximum amount of product (1.0 means a 100% yield; for example, 0.34 means a 34% yield). (1) The reactants are [OH:1][CH:2]([C:11]1[CH:16]=[CH:15][C:14]([C:17]2[N:21]=[C:20]([C:22]3[O:26][N:25]=[C:24]([C:27]4[CH:32]=[CH:31][CH:30]=[CH:29][CH:28]=4)[C:23]=3[C:33]([F:36])([F:35])[F:34])[O:19][N:18]=2)=[CH:13][CH:12]=1)[C:3]([NH:5][CH2:6][CH2:7][C:8](O)=[O:9])=[O:4].Cl.[F:38][C:39]1([F:43])[CH2:42][NH:41][CH2:40]1.CN1CCOCC1.CN(C(ON1N=NC2C=CC=NC1=2)=[N+](C)C)C.F[P-](F)(F)(F)(F)F. The catalyst is CN(C=O)C. The product is [F:38][C:39]1([F:43])[CH2:42][N:41]([C:8](=[O:9])[CH2:7][CH2:6][NH:5][C:3](=[O:4])[CH:2]([OH:1])[C:11]2[CH:12]=[CH:13][C:14]([C:17]3[N:21]=[C:20]([C:22]4[O:26][N:25]=[C:24]([C:27]5[CH:28]=[CH:29][CH:30]=[CH:31][CH:32]=5)[C:23]=4[C:33]([F:35])([F:34])[F:36])[O:19][N:18]=3)=[CH:15][CH:16]=2)[CH2:40]1. The yield is 0.131. (2) The reactants are [C:1](#[N:5])[CH2:2][C:3]#[N:4].[CH:6]([C:8]1[CH:16]=[C:12]([C:13]([OH:15])=[O:14])[C:11]([OH:17])=[CH:10][CH:9]=1)=O.C(N)C1C=CC=CC=1. The catalyst is C(O)C. The product is [C:3]([C:2]([C:1]#[N:5])=[CH:6][C:8]1[CH:9]=[CH:10][C:11]([OH:17])=[C:12]([CH:16]=1)[C:13]([OH:15])=[O:14])#[N:4]. The yield is 0.327. (3) The reactants are [C:1](Cl)(=[O:3])[CH3:2].[NH2:5][C:6]1[CH:14]=[C:13]2[C:9]([CH:10]=[C:11]([C:22]([O:24][CH3:25])=[O:23])[N:12]2[C:15]([O:17][C:18]([CH3:21])([CH3:20])[CH3:19])=[O:16])=[CH:8][CH:7]=1.C(N(CC)CC)C. The catalyst is ClCCl.O. The product is [C:1]([NH:5][C:6]1[CH:14]=[C:13]2[C:9]([CH:10]=[C:11]([C:22]([O:24][CH3:25])=[O:23])[N:12]2[C:15]([O:17][C:18]([CH3:21])([CH3:20])[CH3:19])=[O:16])=[CH:8][CH:7]=1)(=[O:3])[CH3:2]. The yield is 0.940. (4) The reactants are [C:1]1([C:7]2[NH:8][C:9](=O)[S:10][CH:11]=2)[CH:6]=[CH:5][CH:4]=[CH:3][CH:2]=1.P(Br)(Br)([Br:15])=O. No catalyst specified. The product is [Br:15][C:9]1[S:10][CH:11]=[C:7]([C:1]2[CH:6]=[CH:5][CH:4]=[CH:3][CH:2]=2)[N:8]=1. The yield is 0.730. (5) The reactants are [Bi](Cl)(Cl)Cl.[I-].[Na+].[C:7](Cl)(=[O:9])[CH3:8].[CH2:11]([O:13][C:14]([C:16]1[C:17]2[C:32]([O:33][Si](C)(C)C)=[CH:31][CH2:30][CH2:29][CH2:28][C:18]=2[N:19]([C:21]([O:23][C:24]([CH3:27])([CH3:26])[CH3:25])=[O:22])[CH:20]=1)=[O:15])[CH3:12]. The catalyst is C(Cl)Cl.CCOCC. The product is [CH2:11]([O:13][C:14]([C:16]1[C:17]2[C:32](=[O:33])[CH:31]([C:7](=[O:9])[CH3:8])[CH2:30][CH2:29][CH2:28][C:18]=2[N:19]([C:21]([O:23][C:24]([CH3:27])([CH3:26])[CH3:25])=[O:22])[CH:20]=1)=[O:15])[CH3:12]. The yield is 0.860. (6) The reactants are Cl[C:2]1[N:12]=[C:11]2[C:5]([N:6]([CH3:22])[C:7](=[O:21])[CH2:8][CH2:9][N:10]2[CH2:13][CH2:14][N:15]2[CH2:20][CH2:19][CH2:18][CH2:17][CH2:16]2)=[CH:4][N:3]=1.[NH2:23][C:24]1[CH:39]=[CH:38][C:27]([C:28]([NH:30][CH:31]2[CH2:36][CH2:35]N(C)[CH2:33][CH2:32]2)=[O:29])=[CH:26][C:25]=1[O:40][CH3:41].O.[C:43]1(C)C=CC(S(O)(=O)=O)=CC=1.CO. The catalyst is CC(O)C. The product is [CH:31]1([NH:30][C:28](=[O:29])[C:27]2[CH:38]=[CH:39][C:24]([NH:23][C:2]3[N:12]=[C:11]4[C:5]([N:6]([CH3:22])[C:7](=[O:21])[CH2:8][CH2:9][N:10]4[CH2:13][CH2:14][N:15]4[CH2:20][CH2:19][CH2:18][CH2:17][CH2:16]4)=[CH:4][N:3]=3)=[C:25]([O:40][CH3:41])[CH:26]=2)[CH2:32][CH2:33][CH2:43][CH2:35][CH2:36]1. The yield is 0.270. (7) The catalyst is [Pd](Cl)Cl.C1(P(C2C=CC=CC=2)C2C=CC=CC=2)C=CC=CC=1.C1(P(C2C=CC=CC=2)C2C=CC=CC=2)C=CC=CC=1.CN(C=O)C. The product is [OH:13][C:14]1[CH:19]=[CH:18][C:17]([C:2]2[C:3]([CH3:12])=[N:4][O:5][C:6]=2[CH2:7][C:8]([O:10][CH3:11])=[O:9])=[CH:16][CH:15]=1. The yield is 0.666. The reactants are I[C:2]1[C:3]([CH3:12])=[N:4][O:5][C:6]=1[CH2:7][C:8]([O:10][CH3:11])=[O:9].[OH:13][C:14]1[CH:19]=[CH:18][C:17](B(O)O)=[CH:16][CH:15]=1.C([O-])(O)=O.[Na+]. (8) The catalyst is C(O)(C)(C)C.O1CCOCC1.[Os](=O)(=O)(=O)=O. The product is [Cl:1][C:2]1[C:11]2[C:6](=[CH:7][CH:8]=[C:9]([CH:12]=[O:22])[CH:10]=2)[N:5]=[CH:4][CH:3]=1. The yield is 0.830. The reactants are [Cl:1][C:2]1[C:11]2[C:6](=[CH:7][CH:8]=[C:9]([CH:12]=C)[CH:10]=2)[N:5]=[CH:4][CH:3]=1.N1C(C)=CC=CC=1C.[O-:22]I(=O)(=O)=O.[Na+].O.